Dataset: Reaction yield outcomes from USPTO patents with 853,638 reactions. Task: Predict the reaction yield, written as a fraction of the theoretical maximum amount of product (1.0 means a 100% yield; for example, 0.34 means a 34% yield). (1) The reactants are [Cl-].[Cl-].[Cl-].[Al+3].[CH:5]1[C:10]2[CH2:11][CH2:12][CH2:13][CH2:14][C:15](=[O:16])[C:9]=2[CH:8]=[CH:7][CH:6]=1.[Br:17]Br. The catalyst is Cl. The product is [Br:17][C:7]1[CH:6]=[CH:5][C:10]2[CH2:11][CH2:12][CH2:13][CH2:14][C:15](=[O:16])[C:9]=2[CH:8]=1. The yield is 0.280. (2) The reactants are [NH3:1].[Cl:2][C:3]1[CH:12]=[CH:11][C:10]([C:13]2[C:18]([N:19]([CH3:21])[CH3:20])=[CH:17][CH:16]=[CH:15][N:14]=2)=[CH:9][C:4]=1[C:5](OC)=[O:6]. The catalyst is CO. The product is [Cl:2][C:3]1[CH:12]=[CH:11][C:10]([C:13]2[C:18]([N:19]([CH3:21])[CH3:20])=[CH:17][CH:16]=[CH:15][N:14]=2)=[CH:9][C:4]=1[C:5]([NH2:1])=[O:6]. The yield is 0.739. (3) The catalyst is O1CCOCC1.C1C=CC(P(C2C=CC=CC=2)[C-]2C=CC=C2)=CC=1.C1C=CC(P(C2C=CC=CC=2)[C-]2C=CC=C2)=CC=1.Cl[Pd]Cl.[Fe+2]. The product is [Cl:25][C:13]1[C:14]([NH:16][C:17]2[CH:21]=[C:20]([CH:22]3[CH2:24][CH2:23]3)[NH:19][N:18]=2)=[N:15][C:10]([C:2]2[O:1][CH:5]=[CH:4][CH:3]=2)=[N:11][CH:12]=1. The yield is 0.0900. The reactants are [O:1]1[CH:5]=[CH:4][CH:3]=[C:2]1B(O)O.Cl[C:10]1[N:15]=[C:14]([NH:16][C:17]2[CH:21]=[C:20]([CH:22]3[CH2:24][CH2:23]3)[NH:19][N:18]=2)[C:13]([Cl:25])=[CH:12][N:11]=1.C([O-])([O-])=O.[Na+].[Na+]. (4) The catalyst is C(OCC)(=O)C. The yield is 0.500. The product is [ClH:40].[CH3:6][NH:8][CH2:10][C:11]1[CH:12]=[C:13]([C:28]2[CH:33]=[CH:32][CH:31]=[CH:30][CH:29]=2)[N:14]([S:16]([C:19]2[CH:27]=[CH:26][CH:25]=[CH:24][C:20]=2[C:21]([OH:23])=[O:22])(=[O:18])=[O:17])[CH:15]=1. The reactants are C(O[C:6]([N:8]([CH2:10][C:11]1[CH:12]=[C:13]([C:28]2[CH:33]=[CH:32][CH:31]=[CH:30][CH:29]=2)[N:14]([S:16]([C:19]2[CH:27]=[CH:26][CH:25]=[CH:24][C:20]=2[C:21]([OH:23])=[O:22])(=[O:18])=[O:17])[CH:15]=1)C)=O)(C)(C)C.C(OCC)(=O)C.[ClH:40].CO. (5) The reactants are S(=O)(=O)(O)O.[CH3:6][C:7]1([CH2:16][OH:17])[C:13]2([CH2:15][CH2:14]2)[CH:11]2[CH2:12][CH:8]1[CH2:9][CH2:10]2.S(=O)(O)[O-:19].[Na+]. The catalyst is O.CC(C)=O.C(OCC)(=O)C.[O-2].[O-2].[O-2].[Cr+6]. The product is [CH3:6][C:7]1([C:16]([OH:19])=[O:17])[C:13]2([CH2:15][CH2:14]2)[CH:11]2[CH2:12][CH:8]1[CH2:9][CH2:10]2. The yield is 0.580.